This data is from Peptide-MHC class II binding affinity with 134,281 pairs from IEDB. The task is: Regression. Given a peptide amino acid sequence and an MHC pseudo amino acid sequence, predict their binding affinity value. This is MHC class II binding data. (1) The peptide sequence is FHVRGARRSGDVLWD. The MHC is HLA-DQA10201-DQB10303 with pseudo-sequence HLA-DQA10201-DQB10303. The binding affinity (normalized) is 0.217. (2) The peptide sequence is WTNTPTKWDNSFLEI. The MHC is DRB1_1501 with pseudo-sequence DRB1_1501. The binding affinity (normalized) is 0.310. (3) The peptide sequence is GSQLIWDRALGLPLE. The MHC is HLA-DQA10101-DQB10501 with pseudo-sequence HLA-DQA10101-DQB10501. The binding affinity (normalized) is 0.427. (4) The peptide sequence is HDWILADKRPTAWFL. The MHC is HLA-DQA10201-DQB10303 with pseudo-sequence HLA-DQA10201-DQB10303. The binding affinity (normalized) is 0. (5) The peptide sequence is AALPAVGAAAGAPAA. The MHC is DRB1_0301 with pseudo-sequence DRB1_0301. The binding affinity (normalized) is 0.0167. (6) The peptide sequence is AAGVPPADKYRTFVA. The MHC is DRB1_1602 with pseudo-sequence DRB1_1602. The binding affinity (normalized) is 0.846. (7) The peptide sequence is QTSKKIGDDATLS. The MHC is HLA-DPA10201-DPB10501 with pseudo-sequence HLA-DPA10201-DPB10501. The binding affinity (normalized) is 0. (8) The peptide sequence is EFIAKVRSHAAIGAY. The MHC is DRB1_0404 with pseudo-sequence DRB1_0404. The binding affinity (normalized) is 0.834.